From a dataset of Reaction yield outcomes from USPTO patents with 853,638 reactions. Predict the reaction yield, written as a fraction of the theoretical maximum amount of product (1.0 means a 100% yield; for example, 0.34 means a 34% yield). (1) The catalyst is CN(C=O)C. The reactants are [Br:1][C:2]1[N:3]=[C:4]2[C:10]([C:11]([OH:13])=O)=[CH:9][N:8]([CH2:14][O:15][CH2:16][CH2:17][Si:18]([CH3:21])([CH3:20])[CH3:19])[C:5]2=[N:6][CH:7]=1.Cl.[NH2:23][C@H:24]([CH3:29])[C:25]([CH3:28])([OH:27])[CH3:26].C(Cl)CCl.C1C=CC2N(O)N=NC=2C=1.CCN(C(C)C)C(C)C. The product is [OH:27][C:25]([CH3:28])([CH3:26])[C@H:24]([NH:23][C:11]([C:10]1[C:4]2[C:5](=[N:6][CH:7]=[C:2]([Br:1])[N:3]=2)[N:8]([CH2:14][O:15][CH2:16][CH2:17][Si:18]([CH3:21])([CH3:20])[CH3:19])[CH:9]=1)=[O:13])[CH3:29]. The yield is 0.600. (2) The product is [CH2:11]([O:10][C:8]([C:3]1[N:4]=[CH:5][S:6][C:2]=1[NH:1][C:18]([NH:17][C:15](=[O:16])[C:14]([Cl:21])([Cl:20])[Cl:13])=[O:19])=[O:9])[CH3:12]. The catalyst is C1COCC1. The reactants are [NH2:1][C:2]1[S:6][C:5](C)=[N:4][C:3]=1[C:8]([O:10][CH2:11][CH3:12])=[O:9].[Cl:13][C:14]([Cl:21])([Cl:20])[C:15]([N:17]=[C:18]=[O:19])=[O:16]. The yield is 0.990. (3) The reactants are Br[C:2]1[C:11]2[C:6](=[CH:7][CH:8]=[CH:9][CH:10]=2)[CH:5]=[CH:4][C:3]=1[O:12][CH3:13].[F:14][C:15]1[CH:20]=[CH:19][CH:18]=[CH:17][C:16]=1B(O)O.C(O)C.C(=O)([O-])[O-].[Na+].[Na+]. The catalyst is C1(C)C=CC=CC=1.C1C=CC([P]([Pd]([P](C2C=CC=CC=2)(C2C=CC=CC=2)C2C=CC=CC=2)([P](C2C=CC=CC=2)(C2C=CC=CC=2)C2C=CC=CC=2)[P](C2C=CC=CC=2)(C2C=CC=CC=2)C2C=CC=CC=2)(C2C=CC=CC=2)C2C=CC=CC=2)=CC=1. The product is [F:14][C:15]1[CH:20]=[CH:19][CH:18]=[CH:17][C:16]=1[C:2]1[C:11]2[C:6](=[CH:7][CH:8]=[CH:9][CH:10]=2)[CH:5]=[CH:4][C:3]=1[O:12][CH3:13]. The yield is 0.600. (4) The catalyst is CN(C=O)C.CCOC(C)=O. The yield is 0.640. The product is [CH2:23]([N:15]([CH2:16][C:17]1[CH:22]=[CH:21][CH:20]=[CH:19][CH:18]=1)[CH:11]1[C:5]2([CH2:10][CH2:9][CH2:8][CH2:7][CH2:6]2)[O:4][C:3]2[CH:30]=[CH:31][CH:32]=[CH:33][C:2]=2[NH:1][C:12]1=[O:13])[C:24]1[CH:25]=[CH:26][CH:27]=[CH:28][CH:29]=1. The reactants are [NH2:1][C:2]1[CH:33]=[CH:32][CH:31]=[CH:30][C:3]=1[O:4][C:5]1([CH:11]([N:15]([CH2:23][C:24]2[CH:29]=[CH:28][CH:27]=[CH:26][CH:25]=2)[CH2:16][C:17]2[CH:22]=[CH:21][CH:20]=[CH:19][CH:18]=2)[C:12](O)=[O:13])[CH2:10][CH2:9][CH2:8][CH2:7][CH2:6]1.C1C=CC2N(O)N=NC=2C=1.O.CCN=C=NCCCN(C)C. (5) The reactants are C[C:2]1[C:3]([O:11][C:12]2[CH:17]=[CH:16][C:15]([CH2:18][CH2:19][C:20]3[C:29]([CH2:30][N:31]4[CH:35]=[CH:34][CH:33]=[N:32]4)=[CH:28][C:27]4[C:26]([CH3:37])([CH3:36])[CH2:25][CH2:24][C:23]([CH3:39])([CH3:38])[C:22]=4[CH:21]=3)=[CH:14][CH:13]=2)=[C:4]([CH:8]=[CH:9][CH:10]=1)[C:5]([O-:7])=[O:6].Cl. The product is [CH3:36][C:26]1([CH3:37])[CH2:25][CH2:24][C:23]([CH3:38])([CH3:39])[C:22]2[CH:21]=[C:20]([CH2:19][CH2:18][C:15]3[CH:16]=[CH:17][C:12]([O:11][C:3]4[CH:2]=[CH:10][CH:9]=[CH:8][C:4]=4[C:5]([OH:7])=[O:6])=[CH:13][CH:14]=3)[C:29]([CH2:30][N:31]3[CH:35]=[CH:34][CH:33]=[N:32]3)=[CH:28][C:27]1=2. The yield is 0.790. The catalyst is [Li+].[OH-].C(O)C. (6) The reactants are [N:1]12[CH2:8][CH2:7][CH:4]([CH2:5][CH2:6]1)[CH:3]([NH:9][C:10]([NH:12][C:13]([C:16]1[CH:21]=[CH:20][CH:19]=[C:18](Br)[CH:17]=1)([CH3:15])[CH3:14])=[O:11])[CH2:2]2.[C:23]1(B(O)O)[CH:28]=[CH:27][CH:26]=[CH:25][CH:24]=1. The catalyst is C1C=CC([P]([Pd]([P](C2C=CC=CC=2)(C2C=CC=CC=2)C2C=CC=CC=2)([P](C2C=CC=CC=2)(C2C=CC=CC=2)C2C=CC=CC=2)[P](C2C=CC=CC=2)(C2C=CC=CC=2)C2C=CC=CC=2)(C2C=CC=CC=2)C2C=CC=CC=2)=CC=1. The product is [N:1]12[CH2:8][CH2:7][CH:4]([CH2:5][CH2:6]1)[CH:3]([NH:9][C:10]([NH:12][C:13]([C:16]1[CH:17]=[C:18]([C:23]3[CH:28]=[CH:27][CH:26]=[CH:25][CH:24]=3)[CH:19]=[CH:20][CH:21]=1)([CH3:15])[CH3:14])=[O:11])[CH2:2]2. The yield is 0.110. (7) The reactants are Cl[C:2]1[CH:7]=[C:6]([C:8]2[CH:13]=[C:12]([Cl:14])[CH:11]=[CH:10][C:9]=2[CH3:15])[N:5]=[C:4]([NH2:16])[N:3]=1.[NH2:17][C:18]1[CH:26]=[CH:25][C:21]([CH2:22][CH2:23][OH:24])=[CH:20][CH:19]=1. No catalyst specified. The product is [NH2:16][C:4]1[N:3]=[C:2]([NH:17][C:18]2[CH:26]=[CH:25][C:21]([CH2:22][CH2:23][OH:24])=[CH:20][CH:19]=2)[CH:7]=[C:6]([C:8]2[CH:13]=[C:12]([Cl:14])[CH:11]=[CH:10][C:9]=2[CH3:15])[N:5]=1. The yield is 0.510. (8) The reactants are C(OC([N:8]1[CH2:13][CH2:12][CH:11]([NH:14][C:15]2[CH:20]=[CH:19][C:18]([C:21](=[O:29])[C:22]3[CH:27]=[CH:26][CH:25]=[CH:24][C:23]=3[F:28])=[C:17]([NH2:30])[N:16]=2)[CH2:10][CH2:9]1)=O)(C)(C)C.FC(F)(F)C(O)=O. The catalyst is ClCCl. The product is [NH2:30][C:17]1[C:18]([C:21]([C:22]2[CH:27]=[CH:26][CH:25]=[CH:24][C:23]=2[F:28])=[O:29])=[CH:19][CH:20]=[C:15]([NH:14][CH:11]2[CH2:10][CH2:9][NH:8][CH2:13][CH2:12]2)[N:16]=1. The yield is 0.980.